This data is from Catalyst prediction with 721,799 reactions and 888 catalyst types from USPTO. The task is: Predict which catalyst facilitates the given reaction. (1) Reactant: C([O:3][C:4](=[O:27])[CH2:5][CH:6]1[C:11]2[N:12]([CH2:18][C:19]3[CH:24]=[CH:23][C:22]([Cl:25])=[C:21]([Cl:26])[CH:20]=3)[C:13]([CH:15]([CH3:17])[CH3:16])=[N:14][C:10]=2[CH2:9][CH2:8][CH2:7]1)C.[OH-].[Na+].Cl. Product: [Cl:26][C:21]1[CH:20]=[C:19]([CH2:18][N:12]2[C:11]3[CH:6]([CH2:5][C:4]([OH:27])=[O:3])[CH2:7][CH2:8][CH2:9][C:10]=3[N:14]=[C:13]2[CH:15]([CH3:17])[CH3:16])[CH:24]=[CH:23][C:22]=1[Cl:25]. The catalyst class is: 5. (2) Reactant: [H-].[Na+].[NH:3]1[C:11]2[C:6](=[CH:7][CH:8]=[CH:9][CH:10]=2)[CH:5]=[N:4]1.F[C:13]1[CH:18]=[C:17]([I:19])[CH:16]=[CH:15][N:14]=1. Product: [I:19][C:17]1[CH:16]=[CH:15][N:14]=[C:13]([N:3]2[C:11]3[C:6](=[CH:7][CH:8]=[CH:9][CH:10]=3)[CH:5]=[N:4]2)[CH:18]=1. The catalyst class is: 1. (3) Reactant: [C:1]([C:4]1[CH:13]=[C:8]([C:9]([O:11][CH3:12])=[O:10])[C:7]([OH:14])=[CH:6][CH:5]=1)(=[O:3])[CH3:2].C(Cl)Cl.[F:18][C:19]([F:32])([F:31])[S:20](O[S:20]([C:19]([F:32])([F:31])[F:18])(=[O:22])=[O:21])(=[O:22])=[O:21]. Product: [C:1]([C:4]1[CH:5]=[CH:6][C:7]([O:14][S:20]([C:19]([F:32])([F:31])[F:18])(=[O:22])=[O:21])=[C:8]([CH:13]=1)[C:9]([O:11][CH3:12])=[O:10])(=[O:3])[CH3:2]. The catalyst class is: 17. (4) Reactant: [Si]([O:8][CH2:9][C:10]1[C:11]([C:25]2[CH:30]=[CH:29][C:28]([F:31])=[CH:27][C:26]=2[F:32])=[N:12][C:13]([CH2:16][C:17]2[C:22]([F:23])=[CH:21][CH:20]=[CH:19][C:18]=2[F:24])=[CH:14][CH:15]=1)(C(C)(C)C)(C)C.C[Si]([N-][Si](C)(C)C)(C)C.[Li+].C[Si](C)(C)[C:45]#[C:46][C:47](OCC)=[O:48]. Product: [F:24][C:18]1[CH:19]=[CH:20][CH:21]=[C:22]([F:23])[C:17]=1[CH:16]([C:13]1[CH:14]=[CH:15][C:10]([CH2:9][OH:8])=[C:11]([C:25]2[CH:30]=[CH:29][C:28]([F:31])=[CH:27][C:26]=2[F:32])[N:12]=1)[C:47](=[O:48])[C:46]#[CH:45]. The catalyst class is: 1. (5) Reactant: [C:1]([O:5][C:6]([NH:8][CH2:9][C:10]([OH:12])=O)=[O:7])([CH3:4])([CH3:3])[CH3:2].Cl.C(N=C=NCCCN(C)C)C.[NH2:25][C:26]1[CH:33]=[CH:32][C:29]([C:30]#[N:31])=[CH:28][C:27]=1[O:34][CH3:35]. Product: [C:30]([C:29]1[CH:32]=[CH:33][C:26]([NH:25][C:10](=[O:12])[CH2:9][NH:8][C:6](=[O:7])[O:5][C:1]([CH3:2])([CH3:3])[CH3:4])=[C:27]([O:34][CH3:35])[CH:28]=1)#[N:31]. The catalyst class is: 4. (6) Reactant: [C:1]1([C:7]2[N:12]=[C:11]([C:13](=O)[CH3:14])[CH:10]=[CH:9][C:8]=2[C:16]2[CH:21]=[CH:20][C:19]([C:22]([F:25])([F:24])[F:23])=[CH:18][CH:17]=2)[CH:6]=[CH:5][CH:4]=[CH:3][CH:2]=1.[NH2:26][O:27][CH3:28].Cl.N1C=CC=CC=1. Product: [CH3:28][O:27][N:26]=[C:13]([C:11]1[CH:10]=[CH:9][C:8]([C:16]2[CH:17]=[CH:18][C:19]([C:22]([F:24])([F:25])[F:23])=[CH:20][CH:21]=2)=[C:7]([C:1]2[CH:6]=[CH:5][CH:4]=[CH:3][CH:2]=2)[N:12]=1)[CH3:14]. The catalyst class is: 14. (7) Reactant: C([O:3][C:4](=[O:19])[CH2:5][CH2:6][C:7]1[CH:8]=[N:9][C:10]([C:14]([C:17]#[N:18])([CH3:16])[CH3:15])=[C:11]([Cl:13])[CH:12]=1)C.[OH-].[Na+]. Product: [Cl:13][C:11]1[CH:12]=[C:7]([CH2:6][CH2:5][C:4]([OH:19])=[O:3])[CH:8]=[N:9][C:10]=1[C:14]([C:17]#[N:18])([CH3:16])[CH3:15]. The catalyst class is: 20.